This data is from Reaction yield outcomes from USPTO patents with 853,638 reactions. The task is: Predict the reaction yield, written as a fraction of the theoretical maximum amount of product (1.0 means a 100% yield; for example, 0.34 means a 34% yield). (1) The reactants are Cl.[OH:2][CH2:3][CH2:4][CH2:5][N:6]([CH3:20])[C:7](=[O:19])[CH2:8][CH2:9][O:10][C@H:11]1[CH2:16][CH2:15][C@H:14]([NH:17][CH3:18])[CH2:13][CH2:12]1.C(N(CC)C(C)C)(C)C.[Br:30][C:31]1[CH:36]=[CH:35][C:34]([S:37](Cl)(=[O:39])=[O:38])=[CH:33][CH:32]=1. The catalyst is C(Cl)Cl. The product is [Br:30][C:31]1[CH:36]=[CH:35][C:34]([S:37]([N:17]([CH3:18])[C@H:14]2[CH2:13][CH2:12][C@H:11]([O:10][CH2:9][CH2:8][C:7]([N:6]([CH2:5][CH2:4][CH2:3][OH:2])[CH3:20])=[O:19])[CH2:16][CH2:15]2)(=[O:39])=[O:38])=[CH:33][CH:32]=1. The yield is 0.400. (2) The reactants are [NH2:1][C@@H:2]([CH2:42][C:43]1[CH:48]=[CH:47][CH:46]=[CH:45][CH:44]=1)[CH2:3][C@H:4]([OH:41])[C@@H:5]([NH:19][C:20](=[O:40])[C@@H:21]([N:26]1[CH2:30][CH2:29][N:28]([CH2:31][C:32]2[CH:37]=[CH:36][CH:35]=[C:34]([CH3:38])[N:33]=2)[C:27]1=[O:39])[C:22]([CH3:25])([CH3:24])[CH3:23])[CH2:6][C:7]1[CH:12]=[CH:11][C:10]([C:13]2[CH:18]=[CH:17][CH:16]=[CH:15][N:14]=2)=[CH:9][CH:8]=1.[CH3:49][O:50][C:51]([NH:53][C@@H:54]([C:58]([CH3:61])([CH3:60])[CH3:59])[C:55](O)=[O:56])=[O:52].CCOP(ON1N=NC2C=CC=CC=2C1=O)(OCC)=O.C(N(CC)C(C)C)(C)C. The catalyst is C1COCC1. The product is [CH2:42]([C@H:2]([NH:1][C:55]([C@@H:54]([NH:53][C:51](=[O:52])[O:50][CH3:49])[C:58]([CH3:61])([CH3:60])[CH3:59])=[O:56])[CH2:3][C@H:4]([OH:41])[C@@H:5]([NH:19][C:20](=[O:40])[C@@H:21]([N:26]1[CH2:30][CH2:29][N:28]([CH2:31][C:32]2[CH:37]=[CH:36][CH:35]=[C:34]([CH3:38])[N:33]=2)[C:27]1=[O:39])[C:22]([CH3:24])([CH3:23])[CH3:25])[CH2:6][C:7]1[CH:8]=[CH:9][C:10]([C:13]2[CH:18]=[CH:17][CH:16]=[CH:15][N:14]=2)=[CH:11][CH:12]=1)[C:43]1[CH:44]=[CH:45][CH:46]=[CH:47][CH:48]=1. The yield is 0.110.